This data is from Forward reaction prediction with 1.9M reactions from USPTO patents (1976-2016). The task is: Predict the product of the given reaction. (1) The product is: [N:7]1([C:14]2[C:27]3[C:26](=[O:28])[C:25]4[C:20](=[C:21]([N:7]5[CH2:12][CH2:11][NH:10][CH2:9][CH2:8]5)[CH:22]=[CH:23][CH:24]=4)[C:19](=[O:30])[C:18]=3[CH:17]=[CH:16][CH:15]=2)[CH2:12][CH2:11][NH:10][CH2:9][CH2:8]1. Given the reactants O.O.O.O.O.O.[NH:7]1[CH2:12][CH2:11][NH:10][CH2:9][CH2:8]1.Cl[C:14]1[C:27]2[C:26](=[O:28])[C:25]3[C:20](=[C:21](Cl)[CH:22]=[CH:23][CH:24]=3)[C:19](=[O:30])[C:18]=2[CH:17]=[CH:16][CH:15]=1, predict the reaction product. (2) Given the reactants [C:1]([O-:9])(=[O:8])[C:2]1[CH:7]=[CH:6][CH:5]=[CH:4][CH:3]=1.N1CCOCC1.C=O.[C:18](O)(=O)[C:19]1C=CC=C[CH:20]=1.C(O)(=O)C.C, predict the reaction product. The product is: [C:1]([O:9][CH2:20][C:19]#[CH:18])(=[O:8])[C:2]1[CH:7]=[CH:6][CH:5]=[CH:4][CH:3]=1. (3) Given the reactants CO[C:3]([C:5]1[N:13]([CH:14]2[CH2:16][CH2:15]2)[C:12]2[CH:11]=[CH:10][N:9]=[CH:8][C:7]=2[C:6]=1[NH:17][C:18]1[CH:23]=[CH:22][C:21]([I:24])=[CH:20][C:19]=1[F:25])=[O:4].[OH-].[Na+].CCN=C=NCCCN(C)C.C1C=CC2N(O)N=NC=2C=1.[CH:49]([O:51][CH2:52][CH2:53][O:54][NH2:55])=[CH2:50].CCN(C(C)C)C(C)C, predict the reaction product. The product is: [CH:49]([O:51][CH2:52][CH2:53][O:54][NH:55][C:3]([C:5]1[N:13]([CH:14]2[CH2:16][CH2:15]2)[C:12]2[CH:11]=[CH:10][N:9]=[CH:8][C:7]=2[C:6]=1[NH:17][C:18]1[CH:23]=[CH:22][C:21]([I:24])=[CH:20][C:19]=1[F:25])=[O:4])=[CH2:50]. (4) Given the reactants Br[C:2]1[CH:3]=[C:4]2[C:10]([Cl:11])=[CH:9][NH:8][C:5]2=[N:6][CH:7]=1.[CH3:12][C:13]1([CH3:29])[C:17]([CH3:19])([CH3:18])[O:16][B:15]([B:15]2[O:16][C:17]([CH3:19])([CH3:18])[C:13]([CH3:29])([CH3:12])[O:14]2)[O:14]1.C([O-])(=O)C.[K+], predict the reaction product. The product is: [Cl:11][C:10]1[C:4]2[C:5](=[N:6][CH:7]=[C:2]([B:15]3[O:16][C:17]([CH3:19])([CH3:18])[C:13]([CH3:29])([CH3:12])[O:14]3)[CH:3]=2)[NH:8][CH:9]=1. (5) Given the reactants C([N:8]1[CH2:13][C:12]([CH3:15])([CH3:14])[O:11][CH2:10][C:9]1([CH:17]([OH:19])[CH3:18])[CH3:16])C1C=CC=CC=1, predict the reaction product. The product is: [CH3:16][C:9]1([CH:17]([OH:19])[CH3:18])[CH2:10][O:11][C:12]([CH3:14])([CH3:15])[CH2:13][NH:8]1. (6) Given the reactants [NH2:1][CH:2]1[CH2:14][O:13][C:12]2[CH:11]=[CH:10][C:9]3[CH2:8][NH:7][C:6](=[O:15])[C:5]=3[C:4]=2[CH2:3]1.[F:16][C:17]1[CH:18]=[C:19]2[C:23](=[CH:24][CH:25]=1)[NH:22][CH:21]=[C:20]2[CH2:26][CH2:27][CH2:28][CH:29]=O.C(O)(=O)C.[BH3-]C#N.[Na+], predict the reaction product. The product is: [F:16][C:17]1[CH:18]=[C:19]2[C:23](=[CH:24][CH:25]=1)[NH:22][CH:21]=[C:20]2[CH2:26][CH2:27][CH2:28][CH2:29][NH:1][CH:2]1[CH2:14][O:13][C:12]2[CH:11]=[CH:10][C:9]3[CH2:8][NH:7][C:6](=[O:15])[C:5]=3[C:4]=2[CH2:3]1.